Dataset: Catalyst prediction with 721,799 reactions and 888 catalyst types from USPTO. Task: Predict which catalyst facilitates the given reaction. (1) Reactant: [C:1]1([CH3:26])[CH:6]=[CH:5][CH:4]=[C:3]([N:7]2[CH:12]=[CH:11][C:10]([CH2:13][CH2:14][CH2:15][CH2:16][CH2:17][C:18]3[N:19]=[N:20][NH:21][CH:22]=3)=[C:9]([O:23]C)[C:8]2=[S:25])[CH:2]=1.B(Br)(Br)Br. Product: [C:1]1([CH3:26])[CH:6]=[CH:5][CH:4]=[C:3]([N:7]2[CH:12]=[CH:11][C:10]([CH2:13][CH2:14][CH2:15][CH2:16][CH2:17][C:18]3[N:19]=[N:20][NH:21][CH:22]=3)=[C:9]([OH:23])[C:8]2=[S:25])[CH:2]=1. The catalyst class is: 2. (2) Reactant: [F:1][C:2]([F:20])([F:19])[C:3]1[CH:4]=[C:5]([CH:16]=[CH:17][CH:18]=1)[O:6][C:7]1[CH:15]=[CH:14][C:10]([C:11](O)=[O:12])=[CH:9][CH:8]=1.C(Cl)(=O)C([Cl:24])=O. Product: [F:1][C:2]([F:20])([F:19])[C:3]1[CH:4]=[C:5]([CH:16]=[CH:17][CH:18]=1)[O:6][C:7]1[CH:15]=[CH:14][C:10]([C:11]([Cl:24])=[O:12])=[CH:9][CH:8]=1. The catalyst class is: 118. (3) Reactant: [F:1][C:2]1[CH:19]=[CH:18][C:5]([C:6]([N:8]2[CH2:13][CH2:12][CH2:11][C@H:10]([C:14]([NH:16][OH:17])=[NH:15])[CH2:9]2)=[O:7])=[CH:4][CH:3]=1.[C:20]1([C@H:26]([CH3:30])[C:27](O)=O)[CH:25]=[CH:24][CH:23]=[CH:22][CH:21]=1.C1C=NC2N(O)N=NC=2C=1.CCN=C=NCCCN(C)C.Cl.C(N(CC)CC)C. Product: [F:1][C:2]1[CH:19]=[CH:18][C:5]([C:6]([N:8]2[CH2:13][CH2:12][CH2:11][C@H:10]([C:14]3[N:15]=[C:27]([C@H:26]([C:20]4[CH:25]=[CH:24][CH:23]=[CH:22][CH:21]=4)[CH3:30])[O:17][N:16]=3)[CH2:9]2)=[O:7])=[CH:4][CH:3]=1. The catalyst class is: 12. (4) Reactant: CO[CH:3](OC)[CH2:4][S:5][C:6]1[CH:11]=[CH:10][CH:9]=[CH:8][C:7]=1[CH3:12].O. Product: [CH3:12][C:7]1[C:6]2[S:5][CH:4]=[CH:3][C:11]=2[CH:10]=[CH:9][CH:8]=1. The catalyst class is: 159. (5) Reactant: CO.[Cl:3][C:4]1[CH:9]=[CH:8][C:7]([CH:10]2[C:14]3[N:15]([CH3:26])[N:16]=[C:17]([C:18]4[C:19]([O:24][CH3:25])=[N:20][CH:21]=[CH:22][CH:23]=4)[C:13]=3[C:12](=[O:27])[N:11]2[C:28]2[CH:33]=[C:32]([CH3:34])[C:31](=[O:35])[N:30]([CH3:36])[CH:29]=2)=[CH:6][CH:5]=1. Product: [Cl:3][C:4]1[CH:5]=[CH:6][C:7]([C@H:10]2[C:14]3[N:15]([CH3:26])[N:16]=[C:17]([C:18]4[C:19]([O:24][CH3:25])=[N:20][CH:21]=[CH:22][CH:23]=4)[C:13]=3[C:12](=[O:27])[N:11]2[C:28]2[CH:33]=[C:32]([CH3:34])[C:31](=[O:35])[N:30]([CH3:36])[CH:29]=2)=[CH:8][CH:9]=1. The catalyst class is: 28. (6) Reactant: [CH3:1][CH:2]([N:4]1[CH2:9][CH2:8][NH:7][CH2:6][CH2:5]1)[CH3:3].Cl[CH2:11][CH2:12][CH2:13][C:14]#[CH:15].C(=O)(O)[O-].[Na+]. Product: [CH:2]([N:4]1[CH2:9][CH2:8][N:7]([CH2:15][CH2:14][CH2:13][C:12]#[CH:11])[CH2:6][CH2:5]1)([CH3:3])[CH3:1]. The catalyst class is: 9. (7) Reactant: NC1(C2C=CC(C3C(=O)C4C(=CC=C(F)C=4)OC=3C3C=CC=CC=3)=CC=2)CCC1.C(OC(=O)[NH:36][C:37]1([C:41]2[CH:46]=[CH:45][C:44]([C:47]3[C:48](=[O:69])[C:49]4[C:54]([O:55][C:56]=3[C:57]3[CH:62]=[CH:61][CH:60]=[CH:59][CH:58]=3)=[C:53]3[N:63]([CH2:66][CH2:67][OH:68])[N:64]=[CH:65][C:52]3=[CH:51][CH:50]=4)=[CH:43][CH:42]=2)[CH2:40][CH2:39][CH2:38]1)(C)(C)C.C(O)(C(F)(F)F)=O.[ClH:78]. Product: [ClH:78].[NH2:36][C:37]1([C:41]2[CH:42]=[CH:43][C:44]([C:47]3[C:48](=[O:69])[C:49]4[C:54]([O:55][C:56]=3[C:57]3[CH:62]=[CH:61][CH:60]=[CH:59][CH:58]=3)=[C:53]3[N:63]([CH2:66][CH2:67][OH:68])[N:64]=[CH:65][C:52]3=[CH:51][CH:50]=4)=[CH:45][CH:46]=2)[CH2:40][CH2:39][CH2:38]1. The catalyst class is: 24. (8) Reactant: N(C(OC(C)C)=O)=NC(OC(C)C)=O.C1(P(C2C=CC=CC=2)C2C=CC=CC=2)C=CC=CC=1.O[CH2:35][C@@H:36]([NH:39][C:40](=[O:46])[O:41][C:42]([CH3:45])([CH3:44])[CH3:43])[CH:37]=[CH2:38].[Cl:47][C:48]1[C:49]2[C:56]([I:57])=[CH:55][NH:54][C:50]=2[N:51]=[CH:52][N:53]=1. Product: [Cl:47][C:48]1[C:49]2[C:56]([I:57])=[CH:55][N:54]([CH2:35][C@@H:36]([NH:39][C:40](=[O:46])[O:41][C:42]([CH3:45])([CH3:44])[CH3:43])[CH:37]=[CH2:38])[C:50]=2[N:51]=[CH:52][N:53]=1. The catalyst class is: 7. (9) Reactant: C(OC([N:8]1[C:16]2[C:11](=[CH:12][C:13]([O:17][CH3:18])=[CH:14][CH:15]=2)[CH:10]=[C:9]1[C:19]1[CH:24]=[CH:23][C:22](/[CH:25]=[CH:26]/[C:27]2[N:28]([CH2:40][C:41]3[CH:46]=[CH:45][C:44]([C:47]([OH:49])=[O:48])=[CH:43][CH:42]=3)[CH:29]=[C:30]([C:32]3[CH:37]=[CH:36][C:35]([Cl:38])=[CH:34][C:33]=3[Cl:39])[N:31]=2)=[CH:21][CH:20]=1)=O)(C)(C)C.Cl. Product: [Cl:39][C:33]1[CH:34]=[C:35]([Cl:38])[CH:36]=[CH:37][C:32]=1[C:30]1[N:31]=[C:27](/[CH:26]=[CH:25]/[C:22]2[CH:23]=[CH:24][C:19]([C:9]3[NH:8][C:16]4[C:11]([CH:10]=3)=[CH:12][C:13]([O:17][CH3:18])=[CH:14][CH:15]=4)=[CH:20][CH:21]=2)[N:28]([CH2:40][C:41]2[CH:42]=[CH:43][C:44]([C:47]([OH:49])=[O:48])=[CH:45][CH:46]=2)[CH:29]=1. The catalyst class is: 12. (10) Reactant: [C:1]([C:4]1[O:5][C:6]2[CH:13]=[CH:12][C:11]([O:14][CH3:15])=[C:10]([Br:16])[C:7]=2[C:8]=1[NH2:9])(=[O:3])[CH3:2].[CH:17]([C:20]1[S:21][CH:22]=[C:23]([CH:25]=O)[N:24]=1)([CH3:19])[CH3:18].[OH-].[Na+].CO. Product: [NH2:9][C:8]1[C:7]2[C:10]([Br:16])=[C:11]([O:14][CH3:15])[CH:12]=[CH:13][C:6]=2[O:5][C:4]=1[C:1](=[O:3])[CH:2]=[CH:25][C:23]1[N:24]=[C:20]([CH:17]([CH3:19])[CH3:18])[S:21][CH:22]=1. The catalyst class is: 6.